Dataset: Catalyst prediction with 721,799 reactions and 888 catalyst types from USPTO. Task: Predict which catalyst facilitates the given reaction. (1) Reactant: OC(C(F)(F)F)=O.[NH2:8][C@@H:9]([CH3:35])[C:10]([NH:12][C@@H:13]([CH2:31][CH:32]1[CH2:34][CH2:33]1)[C:14]([NH:16][C@@H:17]([CH2:24][C:25]1[CH:30]=[CH:29][CH:28]=[CH:27][CH:26]=1)[C:18]([C@@:20]1([CH3:23])[CH2:22][O:21]1)=[O:19])=[O:15])=[O:11].[O:36]1[CH2:41][CH2:40][N:39]([CH2:42][C:43](O)=[O:44])[CH2:38][CH2:37]1.CN(C(ON1N=NC2C=CC=NC1=2)=[N+](C)C)C.F[P-](F)(F)(F)(F)F.CCN(C(C)C)C(C)C. Product: [CH:32]1([CH2:31][C@H:13]([NH:12][C:10](=[O:11])[C@@H:9]([NH:8][C:43](=[O:44])[CH2:42][N:39]2[CH2:40][CH2:41][O:36][CH2:37][CH2:38]2)[CH3:35])[C:14]([NH:16][C@@H:17]([CH2:24][C:25]2[CH:26]=[CH:27][CH:28]=[CH:29][CH:30]=2)[C:18]([C@@:20]2([CH3:23])[CH2:22][O:21]2)=[O:19])=[O:15])[CH2:34][CH2:33]1. The catalyst class is: 3. (2) Reactant: [F:1][C:2]([F:28])([F:27])[CH:3]([C:18]1[CH:23]=[C:22]([Cl:24])[C:21]([Cl:25])=[C:20]([Cl:26])[CH:19]=1)/[CH:4]=[CH:5]/[C:6]1[C:15]2[C:10](=[CH:11][CH:12]=[CH:13][CH:14]=2)[C:9]([CH2:16][NH2:17])=[CH:8][CH:7]=1.[CH2:29]([N:31]=[C:32]=[O:33])[CH3:30]. Product: [CH2:29]([NH:31][C:32]([NH:17][CH2:16][C:9]1[C:10]2[C:15](=[CH:14][CH:13]=[CH:12][CH:11]=2)[C:6](/[CH:5]=[CH:4]/[CH:3]([C:18]2[CH:19]=[C:20]([Cl:26])[C:21]([Cl:25])=[C:22]([Cl:24])[CH:23]=2)[C:2]([F:1])([F:27])[F:28])=[CH:7][CH:8]=1)=[O:33])[CH3:30]. The catalyst class is: 2. (3) Reactant: [CH3:1][O:2][C:3]1[CH:25]=[CH:24][C:6]2[C:7]([C:18]#[C:19][CH2:20][CH2:21][CH2:22][OH:23])=[C:8]([C:12]3[CH:13]=[N:14][CH:15]=[CH:16][CH:17]=3)[CH2:9][CH2:10][CH2:11][C:5]=2[CH:4]=1. Product: [CH3:1][O:2][C:3]1[CH:25]=[CH:24][C:6]2[C:7]([CH2:18][CH2:19][CH2:20][CH2:21][CH2:22][OH:23])=[C:8]([C:12]3[CH:13]=[N:14][CH:15]=[CH:16][CH:17]=3)[CH2:9][CH2:10][CH2:11][C:5]=2[CH:4]=1. The catalyst class is: 45. (4) Reactant: N1C=CC=CC=1.Cl.CN(C)CCCN=C=NCC.[F:19][C:20]1[CH:26]=[C:25]([F:27])[CH:24]=[CH:23][C:21]=1[NH2:22].[N:28]1([C:34]2[N:35]=[C:36]([CH2:41][C:42]([O-])=[O:43])[NH:37][C:38](=[O:40])[CH:39]=2)[CH2:33][CH2:32][O:31][CH2:30][CH2:29]1.[Na+]. Product: [F:19][C:20]1[CH:26]=[C:25]([F:27])[CH:24]=[CH:23][C:21]=1[NH:22][C:42](=[O:43])[CH2:41][C:36]1[NH:37][C:38](=[O:40])[CH:39]=[C:34]([N:28]2[CH2:33][CH2:32][O:31][CH2:30][CH2:29]2)[N:35]=1. The catalyst class is: 9.